This data is from Catalyst prediction with 721,799 reactions and 888 catalyst types from USPTO. The task is: Predict which catalyst facilitates the given reaction. Reactant: C(N(CC)CC)C.[CH2:8]([N:15]1[CH2:19][C@H:18]([OH:20])[CH2:17][C@H:16]1[C:21]([OH:24])([CH3:23])[CH3:22])[C:9]1[CH:14]=[CH:13][CH:12]=[CH:11][CH:10]=1.[CH3:25][S:26](Cl)(=[O:28])=[O:27]. Product: [CH2:8]([N:15]1[CH2:19][C@H:18]([O:20][S:26]([CH3:25])(=[O:28])=[O:27])[CH2:17][C@H:16]1[C:21]([OH:24])([CH3:22])[CH3:23])[C:9]1[CH:10]=[CH:11][CH:12]=[CH:13][CH:14]=1. The catalyst class is: 4.